Dataset: NCI-60 drug combinations with 297,098 pairs across 59 cell lines. Task: Regression. Given two drug SMILES strings and cell line genomic features, predict the synergy score measuring deviation from expected non-interaction effect. (1) Drug 1: CC(C)(C#N)C1=CC(=CC(=C1)CN2C=NC=N2)C(C)(C)C#N. Drug 2: C#CCC(CC1=CN=C2C(=N1)C(=NC(=N2)N)N)C3=CC=C(C=C3)C(=O)NC(CCC(=O)O)C(=O)O. Cell line: TK-10. Synergy scores: CSS=-5.27, Synergy_ZIP=2.81, Synergy_Bliss=0.947, Synergy_Loewe=-4.42, Synergy_HSA=-5.80. (2) Drug 1: CC(C)(C#N)C1=CC(=CC(=C1)CN2C=NC=N2)C(C)(C)C#N. Drug 2: C1CNP(=O)(OC1)N(CCCl)CCCl. Cell line: MOLT-4. Synergy scores: CSS=3.76, Synergy_ZIP=-1.11, Synergy_Bliss=-0.312, Synergy_Loewe=3.67, Synergy_HSA=-1.67. (3) Drug 1: CC1=C(C(CCC1)(C)C)C=CC(=CC=CC(=CC(=O)O)C)C. Drug 2: CS(=O)(=O)OCCCCOS(=O)(=O)C. Cell line: RXF 393. Synergy scores: CSS=1.99, Synergy_ZIP=-1.25, Synergy_Bliss=-2.16, Synergy_Loewe=1.04, Synergy_HSA=-2.85. (4) Drug 1: CNC(=O)C1=CC=CC=C1SC2=CC3=C(C=C2)C(=NN3)C=CC4=CC=CC=N4. Drug 2: C1=C(C(=O)NC(=O)N1)N(CCCl)CCCl. Cell line: OVCAR-4. Synergy scores: CSS=3.96, Synergy_ZIP=-1.22, Synergy_Bliss=0.979, Synergy_Loewe=1.37, Synergy_HSA=1.17. (5) Drug 1: C1=CC(=CC=C1CCC2=CNC3=C2C(=O)NC(=N3)N)C(=O)NC(CCC(=O)O)C(=O)O. Drug 2: C1=CC=C(C=C1)NC(=O)CCCCCCC(=O)NO. Cell line: NCIH23. Synergy scores: CSS=14.4, Synergy_ZIP=-2.40, Synergy_Bliss=2.62, Synergy_Loewe=-0.204, Synergy_HSA=3.70.